This data is from TCR-epitope binding with 47,182 pairs between 192 epitopes and 23,139 TCRs. The task is: Binary Classification. Given a T-cell receptor sequence (or CDR3 region) and an epitope sequence, predict whether binding occurs between them. The epitope is GMFNMLSTVLGVS. The TCR CDR3 sequence is CASSSAHEQYF. Result: 0 (the TCR does not bind to the epitope).